This data is from Catalyst prediction with 721,799 reactions and 888 catalyst types from USPTO. The task is: Predict which catalyst facilitates the given reaction. (1) Reactant: [OH:1][C:2]1[CH:29]=[CH:28][C:5]2[C:6](=[O:27])/[C:7](=[CH:9]/[C:10]3[C:18]4[C:13](=[CH:14][CH:15]=[C:16]([O:19][CH3:20])[CH:17]=4)[NH:12][C:11]=3[C:21]3[CH:26]=[CH:25][CH:24]=[CH:23][CH:22]=3)/[O:8][C:4]=2[CH:3]=1.C(N(CC)CC)C.[C:37]1([P:43](Cl)(Cl)=[O:44])[CH:42]=[CH:41][CH:40]=[CH:39][CH:38]=1.Cl.C1C[O:51]CC1. Product: [C:37]1([P:43](=[O:44])([OH:51])[O:1][C:2]2[CH:29]=[CH:28][C:5]3[C:6](=[O:27])/[C:7](=[CH:9]/[C:10]4[C:18]5[C:13](=[CH:14][CH:15]=[C:16]([O:19][CH3:20])[CH:17]=5)[NH:12][C:11]=4[C:21]4[CH:26]=[CH:25][CH:24]=[CH:23][CH:22]=4)/[O:8][C:4]=3[CH:3]=2)[CH:42]=[CH:41][CH:40]=[CH:39][CH:38]=1. The catalyst class is: 6. (2) Reactant: [ClH:1].[C:2]1([S:8]([N:11]2[C:15]3=[N:16][CH:17]=[N:18][C:19]([N:20]4[CH2:25][CH2:24][NH:23][CH2:22][CH2:21]4)=[C:14]3[C:13]([Br:26])=[N:12]2)(=[O:10])=[O:9])[CH:7]=[CH:6][CH:5]=[CH:4][CH:3]=1. Product: [ClH:1].[ClH:1].[C:2]1([S:8]([N:11]2[C:15]3=[N:16][CH:17]=[N:18][C:19]([N:20]4[CH2:21][CH2:22][NH:23][CH2:24][CH2:25]4)=[C:14]3[C:13]([Br:26])=[N:12]2)(=[O:9])=[O:10])[CH:3]=[CH:4][CH:5]=[CH:6][CH:7]=1. The catalyst class is: 5.